Dataset: Full USPTO retrosynthesis dataset with 1.9M reactions from patents (1976-2016). Task: Predict the reactants needed to synthesize the given product. (1) Given the product [Br:21][C:3]1[C:4]2[C:9](=[CH:8][CH:7]=[CH:6][CH:5]=2)[NH:1][C:2]=1[C:10]([O:12][CH2:13][CH3:14])=[O:11], predict the reactants needed to synthesize it. The reactants are: [NH:1]1[C:9]2[C:4](=[CH:5][CH:6]=[CH:7][CH:8]=2)[CH:3]=[C:2]1[C:10]([O:12][CH2:13][CH3:14])=[O:11].C1C=C[NH+]=CC=1.[Br:21][Br-]Br. (2) Given the product [OH:1][CH:2]([CH2:13][N:14]1[CH2:18][CH2:17][CH2:16][CH2:15]1)[CH2:3][O:4][NH:5][C:6](=[O:12])[O:7][C:8]([CH3:11])([CH3:10])[CH3:9], predict the reactants needed to synthesize it. The reactants are: [O:1]1[CH2:13][CH:2]1[CH2:3][O:4][NH:5][C:6](=[O:12])[O:7][C:8]([CH3:11])([CH3:10])[CH3:9].[NH:14]1[CH2:18][CH2:17][CH2:16][CH2:15]1.[Cl-].[NH4+]. (3) The reactants are: Br[CH:2]([C:7]1[C:11]([C:12]2[CH:13]=[CH:14][C:15]3[O:20][CH2:19][CH2:18][CH2:17][C:16]=3[CH:21]=2)=[C:10]([CH3:22])[S:9][C:8]=1[CH3:23])[C:3]([O:5][CH3:6])=[O:4].C(=O)([O-])[O-].[Cs+].[Cs+].[CH3:30][C:31]([SH:34])([CH3:33])[CH3:32]. Given the product [C:31]([S:34][CH:2]([C:7]1[C:11]([C:12]2[CH:13]=[CH:14][C:15]3[O:20][CH2:19][CH2:18][CH2:17][C:16]=3[CH:21]=2)=[C:10]([CH3:22])[S:9][C:8]=1[CH3:23])[C:3]([O:5][CH3:6])=[O:4])([CH3:33])([CH3:32])[CH3:30], predict the reactants needed to synthesize it. (4) Given the product [CH3:1][N:2]([CH3:3])[CH2:4][CH2:5][O:6][C:10]1[CH:17]=[C:16]([C:18]([F:19])([F:21])[F:20])[CH:15]=[CH:14][C:11]=1[C:12]#[N:13], predict the reactants needed to synthesize it. The reactants are: [CH3:1][N:2]([CH2:4][CH2:5][OH:6])[CH3:3].[H-].[Na+].F[C:10]1[CH:17]=[C:16]([C:18]([F:21])([F:20])[F:19])[CH:15]=[CH:14][C:11]=1[C:12]#[N:13]. (5) The reactants are: [OH:1][C:2]1([C:15]2[CH:16]=[CH:17][C:18]3[N:19]([CH:26]=2)[C:20](=[O:25])[CH:21]=[C:22]([OH:24])[N:23]=3)[CH2:7][CH2:6][N:5]([C:8]([O:10][C:11]([CH3:14])([CH3:13])[CH3:12])=[O:9])[CH2:4][CH2:3]1.[F:27][C:28]([F:47])([F:46])[S:29](N(C1C=CC=CC=1)[S:29]([C:28]([F:47])([F:46])[F:27])(=[O:31])=[O:30])(=[O:31])=[O:30].C(=O)([O-])[O-].[K+].[K+]. Given the product [OH:1][C:2]1([C:15]2[CH:16]=[CH:17][C:18]3[N:19]([CH:26]=2)[C:20](=[O:25])[CH:21]=[C:22]([O:24][S:29]([C:28]([F:47])([F:46])[F:27])(=[O:31])=[O:30])[N:23]=3)[CH2:7][CH2:6][N:5]([C:8]([O:10][C:11]([CH3:14])([CH3:13])[CH3:12])=[O:9])[CH2:4][CH2:3]1, predict the reactants needed to synthesize it.